Dataset: Catalyst prediction with 721,799 reactions and 888 catalyst types from USPTO. Task: Predict which catalyst facilitates the given reaction. (1) Reactant: [F:1][C:2]1[CH:3]=[C:4]([CH:20]=[C:21]([F:24])[C:22]=1[F:23])[CH2:5][CH:6]1[CH2:11][CH:10]([C:12]([O:14]C)=[O:13])[CH2:9][CH2:8][N:7]1[C:16]([O:18][CH3:19])=[O:17].[Br-].[Li+].C(N(CC)CC)C.CC(OC)(C)C. Product: [CH3:19][O:18][C:16]([N:7]1[CH2:8][CH2:9][CH:10]([C:12]([OH:14])=[O:13])[CH2:11][CH:6]1[CH2:5][C:4]1[CH:3]=[C:2]([F:1])[C:22]([F:23])=[C:21]([F:24])[CH:20]=1)=[O:17]. The catalyst class is: 47. (2) Reactant: [C:1]([NH:4][C:5]1[C:6]([Br:32])=[CH:7][C:8]([F:31])=[C:9]([NH:11]/[C:12](/[CH3:30])=[CH:13]\[C:14]([C:16]2[CH:21]=[CH:20][C:19]([C:22]3[C:23]([CH3:28])=[N:24][O:25][C:26]=3[CH3:27])=[CH:18][C:17]=2F)=[O:15])[CH:10]=1)(=[O:3])[CH3:2].C(=O)([O-])[O-].[K+].[K+].C(OCC)(=O)C.O. Product: [C:1]([NH:4][C:5]1[C:6]([Br:32])=[CH:7][C:8]([F:31])=[C:9]([N:11]2[C:21]3[C:16](=[CH:17][CH:18]=[C:19]([C:22]4[C:23]([CH3:28])=[N:24][O:25][C:26]=4[CH3:27])[CH:20]=3)[C:14](=[O:15])[CH:13]=[C:12]2[CH3:30])[CH:10]=1)(=[O:3])[CH3:2]. The catalyst class is: 16.